From a dataset of Full USPTO retrosynthesis dataset with 1.9M reactions from patents (1976-2016). Predict the reactants needed to synthesize the given product. Given the product [F:26][C:25]([F:28])([F:27])[C:24]([NH:23][CH2:20]/[CH:21]=[CH:22]/[C:2]1[CH:7]=[CH:6][CH:5]=[C:4]([S:8][CH2:11][C:12]2[CH:17]=[CH:16][CH:15]=[CH:14][C:13]=2[O:18][CH3:19])[CH:3]=1)=[O:29], predict the reactants needed to synthesize it. The reactants are: Br[C:2]1[CH:3]=[C:4]([S:8]([CH2:11][C:12]2[CH:17]=[CH:16][CH:15]=[CH:14][C:13]=2[O:18][CH3:19])(=O)=O)[CH:5]=[CH:6][CH:7]=1.[CH2:20]([NH:23][C:24](=[O:29])[C:25]([F:28])([F:27])[F:26])[CH:21]=[CH2:22].